From a dataset of Reaction yield outcomes from USPTO patents with 853,638 reactions. Predict the reaction yield, written as a fraction of the theoretical maximum amount of product (1.0 means a 100% yield; for example, 0.34 means a 34% yield). (1) The reactants are [CH3:1][C:2]([C:5]#[C:6]/[CH:7]=[CH:8]/[CH2:9][N:10]([CH2:12][C:13]1[CH:14]=[CH:15][CH:16]=[C:17]2[CH:22]=[CH:21][CH:20]=[CH:19][C:18]=12)[CH3:11])([CH3:4])[CH3:3].[ClH:23]. The catalyst is C(C(C)=O)C. The product is [CH3:4][C:2]([C:5]#[C:6]/[CH:7]=[CH:8]/[CH2:9][N:10]([CH2:12][C:13]1[CH:14]=[CH:15][CH:16]=[C:17]2[CH:22]=[CH:21][CH:20]=[CH:19][C:18]=12)[CH3:11])([CH3:1])[CH3:3].[ClH:23]. The yield is 0.664. (2) The reactants are [CH3:1][C:2]1[S:6][C:5]([C:7]2[CH:12]=[CH:11][CH:10]=[CH:9][CH:8]=2)=[N:4][C:3]=1[C:13]([O:15][C:16]([CH3:19])([CH3:18])[CH3:17])=[O:14].[Br:20]N1C(=O)CCC1=O. The catalyst is C(Cl)(Cl)(Cl)Cl.C(OOC(=O)C1C=CC=CC=1)(=O)C1C=CC=CC=1. The product is [Br:20][CH2:1][C:2]1[S:6][C:5]([C:7]2[CH:12]=[CH:11][CH:10]=[CH:9][CH:8]=2)=[N:4][C:3]=1[C:13]([O:15][C:16]([CH3:19])([CH3:18])[CH3:17])=[O:14]. The yield is 0.750. (3) The reactants are [NH:1]([C:3]1[CH:18]=[CH:17][C:6]([C:7]([NH:9][CH2:10][CH:11]2[CH2:16][CH2:15][O:14][CH2:13][CH2:12]2)=[O:8])=[CH:5][N:4]=1)[NH2:2].Cl.CN(C)[CH:22]=[C:23]([N:29]1[CH:34]=[CH:33][C:32](=[O:35])[CH:31]=[CH:30]1)[C:24](OCC)=[O:25].C(O)(=O)C. The catalyst is CC(O)C.CS(C)=O. The product is [OH:25][C:24]1[N:1]([C:3]2[CH:18]=[CH:17][C:6]([C:7]([NH:9][CH2:10][CH:11]3[CH2:16][CH2:15][O:14][CH2:13][CH2:12]3)=[O:8])=[CH:5][N:4]=2)[N:2]=[CH:22][C:23]=1[N:29]1[CH:30]=[CH:31][C:32](=[O:35])[CH:33]=[CH:34]1. The yield is 0.266.